Task: Predict the reaction yield, written as a fraction of the theoretical maximum amount of product (1.0 means a 100% yield; for example, 0.34 means a 34% yield).. Dataset: Reaction yield outcomes from USPTO patents with 853,638 reactions (1) The reactants are [NH2:1][C:2]1[C:3]2[N:4]([C:8]([CH2:26][NH2:27])=[N:9][C:10]=2[C:11]2[CH:25]=[CH:24][C:14]([C:15]([NH:17][C:18]3[CH:23]=[CH:22][CH:21]=[CH:20][N:19]=3)=[O:16])=[CH:13][CH:12]=2)[CH:5]=[CH:6][N:7]=1.[C:28](Cl)(=[O:31])[CH:29]=[CH2:30]. No catalyst specified. The product is [C:28]([NH:27][CH2:26][C:8]1[N:4]2[CH:5]=[CH:6][N:7]=[C:2]([NH2:1])[C:3]2=[C:10]([C:11]2[CH:25]=[CH:24][C:14]([C:15]([NH:17][C:18]3[CH:23]=[CH:22][CH:21]=[CH:20][N:19]=3)=[O:16])=[CH:13][CH:12]=2)[N:9]=1)(=[O:31])[CH:29]=[CH2:30]. The yield is 0.0400. (2) The reactants are [C:1]1([C:7]#[C:8][C:9]2[CH:14]=[CH:13][N:12]=[C:11]([C:15]([OH:17])=O)[CH:10]=2)[CH:6]=[CH:5][CH:4]=[CH:3][CH:2]=1.CN(C(ON1N=NC2C=CC=CC1=2)=[N+](C)C)C.F[P-](F)(F)(F)(F)F.[NH:42]1[CH:46]=[CH:45][N:44]=[C:43]1[NH:47][C:48]([C:50]1[C:58]2[NH:57][C:56]([NH2:59])=[N:55][C:54]=2[CH:53]=[CH:52][CH:51]=1)=[O:49].C([O-])(O)=O.[Na+]. The catalyst is CN(C=O)C.CCN(C(C)C)C(C)C.O. The product is [NH:44]1[CH:45]=[CH:46][N:42]=[C:43]1[NH:47][C:48]([C:50]1[C:58]2[N:57]=[C:56]([NH:59][C:15]([C:11]3[CH:10]=[C:9]([C:8]#[C:7][C:1]4[CH:2]=[CH:3][CH:4]=[CH:5][CH:6]=4)[CH:14]=[CH:13][N:12]=3)=[O:17])[NH:55][C:54]=2[CH:53]=[CH:52][CH:51]=1)=[O:49]. The yield is 0.430. (3) The reactants are [CH3:1][O:2][C:3]1[CH:4]=[C:5]2[C:10](=[CH:11][C:12]=1[O:13][CH3:14])[N:9]=[CH:8][N:7]=[C:6]2[O:15][C:16]1[CH:22]=[CH:21][C:19]([NH2:20])=[C:18]([N+:23]([O-:25])=[O:24])[CH:17]=1.ClC(Cl)(O[C:30](=[O:36])[O:31][C:32](Cl)(Cl)Cl)Cl.[Cl:38][C:39]1[CH:44]=[CH:43][CH:42]=[CH:41][C:40]=1CO.C(=O)(O)[O-].[Na+]. The catalyst is C(Cl)Cl.C(N(CC)CC)C.C1(C)C=CC=CC=1. The product is [CH3:1][O:2][C:3]1[CH:4]=[C:5]2[C:10](=[CH:11][C:12]=1[O:13][CH3:14])[N:9]=[CH:8][N:7]=[C:6]2[O:15][C:16]1[CH:22]=[CH:21][C:19]([NH:20][C:30](=[O:36])[O:31][CH2:32][C:40]2[CH:41]=[CH:42][CH:43]=[CH:44][C:39]=2[Cl:38])=[C:18]([N+:23]([O-:25])=[O:24])[CH:17]=1. The yield is 0.500.